This data is from Full USPTO retrosynthesis dataset with 1.9M reactions from patents (1976-2016). The task is: Predict the reactants needed to synthesize the given product. (1) Given the product [NH2:40][C:38](=[O:39])[CH2:37][NH:36][C:23](=[O:24])[C:22]1[CH:28]=[CH:29][CH:30]=[C:20]([C:19]2[C:13]3[S:12][C:11]([CH2:10][C:9]4[CH:31]=[CH:32][CH:33]=[C:7]([S:4]([CH3:3])(=[O:5])=[O:6])[CH:8]=4)=[CH:15][C:14]=3[CH:16]=[CH:17][CH:18]=2)[CH:21]=1, predict the reactants needed to synthesize it. The reactants are: [OH-].[Na+].[CH3:3][S:4]([C:7]1[CH:8]=[C:9]([CH:31]=[CH:32][CH:33]=1)[CH2:10][C:11]1[S:12][C:13]2[C:19]([C:20]3[CH:21]=[C:22]([CH:28]=[CH:29][CH:30]=3)[C:23](OCC)=[O:24])=[CH:18][CH:17]=[CH:16][C:14]=2[CH:15]=1)(=[O:6])=[O:5].Cl.Cl.[NH2:36][CH2:37][C:38]([NH2:40])=[O:39].CCN=C=NCCCN(C)C.C1C=CC2N(O)N=NC=2C=1.C(N(CC)CC)C. (2) Given the product [Cl:1][C:2]([Cl:44])([Cl:43])[CH2:3][O:4][C:5]([C@@H:7]1[CH2:12][CH2:11][CH2:10][N:9]([C:13](=[O:42])[C@@H:14]([NH:34][C:35](=[O:36])[C@@H:74]([NH:73][C:71]([O:70][C:66]([CH3:68])([CH3:67])[CH3:69])=[O:72])[CH:75]([CH3:77])[CH3:76])[CH2:15][O:16][Si:17]([C:30]([CH3:32])([CH3:31])[CH3:33])([C:24]2[CH:29]=[CH:28][CH:27]=[CH:26][CH:25]=2)[C:18]2[CH:19]=[CH:20][CH:21]=[CH:22][CH:23]=2)[NH:8]1)=[O:6], predict the reactants needed to synthesize it. The reactants are: [Cl:1][C:2]([Cl:44])([Cl:43])[CH2:3][O:4][C:5]([C@@H:7]1[CH2:12][CH2:11][CH2:10][N:9]([C:13](=[O:42])[C@@H:14]([NH:34][C:35](OC(C)(C)C)=[O:36])[CH2:15][O:16][Si:17]([C:30]([CH3:33])([CH3:32])[CH3:31])([C:24]2[CH:29]=[CH:28][CH:27]=[CH:26][CH:25]=2)[C:18]2[CH:23]=[CH:22][CH:21]=[CH:20][CH:19]=2)[NH:8]1)=[O:6].FC(F)(F)S(O[Si](C)(C)C)(=O)=O.C(N(CC)C(C)C)(C)C.[C:66]([O:70][C:71]([NH:73][C@H:74](C(O)=O)[CH:75]([CH3:77])[CH3:76])=[O:72])([CH3:69])([CH3:68])[CH3:67].C[NH3+].F[P-](F)(F)(F)(F)F.N1(OC(N(C)C)=[N+](C)C)C2N=CC=CC=2N=N1.F[P-](F)(F)(F)(F)F.